From a dataset of Catalyst prediction with 721,799 reactions and 888 catalyst types from USPTO. Predict which catalyst facilitates the given reaction. (1) Reactant: [C:1]([O:5][C:6](=[O:13])[NH:7][C@H:8]([CH3:12])[CH2:9][CH2:10]I)([CH3:4])([CH3:3])[CH3:2].Cl.[Cl:15][C:16]1[CH:26]=[CH:25][C:19]([O:20][CH:21]2[CH2:24][NH:23][CH2:22]2)=[CH:18][CH:17]=1.C(N(CC)CC)C. Product: [C:1]([O:5][C:6](=[O:13])[NH:7][C@H:8]([CH3:12])[CH2:9][CH2:10][N:23]1[CH2:24][CH:21]([O:20][C:19]2[CH:18]=[CH:17][C:16]([Cl:15])=[CH:26][CH:25]=2)[CH2:22]1)([CH3:4])([CH3:3])[CH3:2]. The catalyst class is: 3. (2) Reactant: [CH3:1][C:2]1[CH:15]=[CH:14][C:5]([C:6]([C:8]2[CH:13]=[CH:12][CH:11]=[CH:10][CH:9]=2)=[O:7])=[CH:4][CH:3]=1.[Br:16]N1C(=O)CCC1=O.C(OOC(=O)C1C=CC=CC=1)(=O)C1C=CC=CC=1.BrCC1C=CC(C2C=CC=CC=2C(C2C=CC=CC=2)=O)=CC=1. Product: [Br:16][CH2:1][C:2]1[CH:15]=[CH:14][C:5]([C:6]([C:8]2[CH:13]=[CH:12][CH:11]=[CH:10][CH:9]=2)=[O:7])=[CH:4][CH:3]=1. The catalyst class is: 10. (3) Reactant: C(OC(=O)[NH:7][CH2:8][CH2:9][N:10]1[C:14]([CH3:16])([CH3:15])[CH2:13][NH:12][C:11]1=[O:17])(C)(C)C.C(O)(C(F)(F)F)=O. The catalyst class is: 2. Product: [NH2:7][CH2:8][CH2:9][N:10]1[C:14]([CH3:15])([CH3:16])[CH2:13][NH:12][C:11]1=[O:17].